Predict the product of the given reaction. From a dataset of Forward reaction prediction with 1.9M reactions from USPTO patents (1976-2016). (1) Given the reactants [C:1]12([OH:12])[CH2:10][CH:5]3[CH2:6][CH:7]([CH2:9][C:3](O)([CH2:4]3)[CH2:2]1)[CH2:8]2.[Na].CCCCCCCC.[C:22](O)(=[O:25])[CH:23]=[CH2:24], predict the reaction product. The product is: [C:22]([O:12][C:1]12[CH2:2][CH:3]3[CH2:9][CH:7]([CH2:6][CH:5]([CH2:4]3)[CH2:10]1)[CH2:8]2)(=[O:25])[CH:23]=[CH2:24]. (2) Given the reactants Br[C@@H:2]1[CH2:10][C:9]2[C:4](=[CH:5][CH:6]=[CH:7][CH:8]=2)[C@H:3]1[OH:11].[N-:12]=[N+]=[N-].[Na+].O, predict the reaction product. The product is: [OH:11][C@@H:3]1[C:4]2[C:9](=[CH:8][CH:7]=[CH:6][CH:5]=2)[CH2:10][C@@H:2]1[NH2:12]. (3) Given the reactants [Cl:1]C1C=CC=C2C=1NC=C2C=O.[C:13]([C:16]1[C:24]2[C:19](=[CH:20][CH:21]=[C:22](Cl)[CH:23]=2)[N:18]([CH2:26][C:27]([OH:29])=[O:28])[CH:17]=1)(=[O:15])[NH2:14], predict the reaction product. The product is: [C:13]([C:16]1[C:24]2[C:19](=[C:20]([Cl:1])[CH:21]=[CH:22][CH:23]=2)[N:18]([CH2:26][C:27]([OH:29])=[O:28])[CH:17]=1)(=[O:15])[NH2:14]. (4) Given the reactants C(Br)Br.C1(C2C=CC=CC=2)C(O)=CC=CC=1.C([Si](CC)(CC)C1C2OC3C=CC=CC=3C=2C=CC=1)C.[CH3:37][O:38][C:39]1[CH:44]=[CH:43][CH:42]=[C:41]([C:45]2[CH:50]=[CH:49][CH:48]=[CH:47][CH:46]=2)[C:40]=1[OH:51].COC1C=C(C2C=CC=CC=2O)C=CC=1, predict the reaction product. The product is: [CH3:37][O:38][C:39]1[C:40]2[O:51][C:50]3[CH:49]=[CH:48][CH:47]=[CH:46][C:45]=3[C:41]=2[CH:42]=[CH:43][CH:44]=1. (5) Given the reactants [OH:1][C:2]1[CH:3]=[C:4]2[C:8](=[CH:9][CH:10]=1)[NH:7][C:6]([CH:11]1[CH2:13][CH:12]1[C:14]([O:16][CH2:17][CH3:18])=[O:15])=[CH:5]2.[CH2:28](P([CH2:28][CH2:29][CH2:30][CH3:31])[CH2:28][CH2:29][CH2:30][CH3:31])[CH2:29][CH2:30][CH3:31].[N:33]([C:34]([N:36]1CC[CH2:39][CH2:38][CH2:37]1)=O)=[N:33][C:34]([N:36]1CC[CH2:39][CH2:38][CH2:37]1)=O, predict the reaction product. The product is: [N:33]1[CH:28]=[CH:29][CH:30]=[CH:31][C:34]=1[NH:36][CH2:37][CH2:38][CH2:39][O:1][C:2]1[CH:3]=[C:4]2[C:8](=[CH:9][CH:10]=1)[NH:7][C:6]([CH:11]1[CH2:13][CH:12]1[C:14]([O:16][CH2:17][CH3:18])=[O:15])=[CH:5]2. (6) Given the reactants [Cl:1][C:2]1[CH:3]=[C:4]2[C:8](=[CH:9][CH:10]=1)[NH:7][C:6](=[O:11])[C:5]2([N:20]1[CH2:25][CH2:24][CH2:23][CH2:22][C@H:21]1[C:26]([N:28]([CH3:30])[CH3:29])=[O:27])[C:12]1[CH:17]=[CH:16][CH:15]=[CH:14][C:13]=1[O:18][CH3:19].[F:31][C:32]([F:52])([F:51])[CH2:33][O:34][C:35]1[CH:40]=[CH:39][C:38]([O:41][CH2:42][C:43]([F:46])([F:45])[F:44])=[CH:37][C:36]=1[S:47](Cl)(=[O:49])=[O:48], predict the reaction product. The product is: [F:52][C:32]([F:31])([F:51])[CH2:33][O:34][C:35]1[CH:40]=[CH:39][C:38]([O:41][CH2:42][C:43]([F:44])([F:45])[F:46])=[CH:37][C:36]=1[S:47]([N:7]1[C:8]2[C:4](=[CH:3][C:2]([Cl:1])=[CH:10][CH:9]=2)[C:5]([N:20]2[CH2:25][CH2:24][CH2:23][CH2:22][C@H:21]2[C:26]([N:28]([CH3:29])[CH3:30])=[O:27])([C:12]2[CH:17]=[CH:16][CH:15]=[CH:14][C:13]=2[O:18][CH3:19])[C:6]1=[O:11])(=[O:49])=[O:48]. (7) Given the reactants [Cl:1][C:2]1[CH:8]=[CH:7][CH:6]=[CH:5][C:3]=1[NH2:4].[Cl:9][CH2:10][C:11](Cl)=[O:12].C(N(CC)C(C)C)(C)C, predict the reaction product. The product is: [Cl:9][CH2:10][C:11]([NH:4][C:3]1[CH:5]=[CH:6][CH:7]=[CH:8][C:2]=1[Cl:1])=[O:12]. (8) Given the reactants [NH2:1][CH2:2][CH2:3][N:4]1[CH2:9][CH2:8][O:7][CH2:6][CH2:5]1.[CH3:10][S:11](Cl)(=[O:13])=[O:12].C(N(CC)CC)C, predict the reaction product. The product is: [N:4]1([CH2:3][CH2:2][NH:1][S:11]([CH3:10])(=[O:13])=[O:12])[CH2:9][CH2:8][O:7][CH2:6][CH2:5]1.